This data is from Catalyst prediction with 721,799 reactions and 888 catalyst types from USPTO. The task is: Predict which catalyst facilitates the given reaction. (1) The catalyst class is: 7. Product: [CH2:23]([NH:9][C:7]1[CH:8]=[C:3]([O:2][CH3:1])[CH:4]=[CH:5][C:6]=1[CH:10]1[CH2:19][CH2:18][C:17]2[C:12](=[CH:13][CH:14]=[C:15]([O:20][CH3:21])[CH:16]=2)[CH2:11]1)[CH3:24]. Reactant: [CH3:1][O:2][C:3]1[CH:4]=[CH:5][C:6]([CH:10]2[CH2:19][CH2:18][C:17]3[C:12](=[CH:13][CH:14]=[C:15]([O:20][CH3:21])[CH:16]=3)[CH2:11]2)=[C:7]([NH2:9])[CH:8]=1.N1C=CC=[CH:24][CH:23]=1.C(OC(=O)C)(=O)C.Cl. (2) Reactant: [Br:1][CH2:2][CH2:3][CH2:4][C:5](Cl)=[O:6].C(N(CC)CC)C.[C:15]([OH:25])(=[O:24])[C:16]1[C:17](=[CH:19][CH:20]=[C:21]([CH:23]=1)[OH:22])[OH:18].C(OCC)(=O)C. Product: [Br:1][CH2:2][CH2:3][CH2:4][C:5]([O:22][C:21]1[CH:20]=[CH:19][C:17]([OH:18])=[C:16]([CH:23]=1)[C:15]([OH:25])=[O:24])=[O:6]. The catalyst class is: 7. (3) Reactant: [OH:1][C:2]1[CH:11]=[C:10]2[C:5]([C:6]([O:12][C:13]3[C:14]([CH3:23])=[N:15][C:16]4[C:21]([CH:22]=3)=[CH:20][N:19]=[CH:18][CH:17]=4)=[CH:7][CH:8]=[N:9]2)=[CH:4][C:3]=1[O:24][CH3:25].C1(P(C2C=CC=CC=2)C2C=CC=CC=2)C=CC=CC=1.CC1(C)[O:51][CH2:50][CH:49]([CH2:52]O)[CH2:48][O:47]1.S(=O)(=O)(O)O.[OH-].[Na+]. Product: [CH3:25][O:24][C:3]1[CH:4]=[C:5]2[C:10](=[CH:11][C:2]=1[O:1][CH2:52][CH:49]([CH2:50][OH:51])[CH2:48][OH:47])[N:9]=[CH:8][CH:7]=[C:6]2[O:12][C:13]1[C:14]([CH3:23])=[N:15][C:16]2[C:21]([CH:22]=1)=[CH:20][N:19]=[CH:18][CH:17]=2. The catalyst class is: 30. (4) Reactant: [C:1]12([CH2:11][NH:12][C:13]([C:15]3[N:20]4[CH:21]=[C:22]([CH2:24]Cl)[N:23]=[C:19]4[CH:18]=[CH:17][CH:16]=3)=[O:14])[CH2:10][CH:5]3[CH2:6][CH:7]([CH2:9][CH:3]([CH2:4]3)[CH2:2]1)[CH2:8]2.[NH:26]1[CH2:30][CH2:29][C@@H:28]([NH:31][C:32](=[O:38])[O:33][C:34]([CH3:37])([CH3:36])[CH3:35])[CH2:27]1.C(=O)([O-])[O-].[K+].[K+]. Product: [C:1]12([CH2:11][NH:12][C:13]([C:15]3[N:20]4[CH:21]=[C:22]([CH2:24][N:26]5[CH2:30][CH2:29][C@@H:28]([NH:31][C:32](=[O:38])[O:33][C:34]([CH3:36])([CH3:35])[CH3:37])[CH2:27]5)[N:23]=[C:19]4[CH:18]=[CH:17][CH:16]=3)=[O:14])[CH2:10][CH:5]3[CH2:6][CH:7]([CH2:9][CH:3]([CH2:4]3)[CH2:2]1)[CH2:8]2. The catalyst class is: 173. (5) Reactant: [OH:1][C:2]1[CH:11]=[C:10]2[C:5]([CH2:6][CH2:7][C:8](=[O:12])[NH:9]2)=[CH:4][CH:3]=1.[Br:13][CH2:14][CH2:15][CH2:16]Br.C([O-])([O-])=O.[K+].[K+]. Product: [Br:13][CH2:14][CH2:15][CH2:16][O:1][C:2]1[CH:11]=[C:10]2[C:5]([CH2:6][CH2:7][C:8](=[O:12])[NH:9]2)=[CH:4][CH:3]=1. The catalyst class is: 88.